This data is from Full USPTO retrosynthesis dataset with 1.9M reactions from patents (1976-2016). The task is: Predict the reactants needed to synthesize the given product. The reactants are: [C:1]([OH:12])(=[O:11])[C:2]1[CH:10]=[CH:9][C:7]([OH:8])=[C:4]([O:5][CH3:6])[CH:3]=1.[OH-].[Na+].Br[CH2:16][CH2:17][CH2:18][OH:19].Cl. Given the product [OH:19][CH2:18][CH2:17][CH2:16][O:8][C:7]1[CH:9]=[CH:10][C:2]([C:1]([OH:12])=[O:11])=[CH:3][C:4]=1[O:5][CH3:6], predict the reactants needed to synthesize it.